This data is from Reaction yield outcomes from USPTO patents with 853,638 reactions. The task is: Predict the reaction yield, written as a fraction of the theoretical maximum amount of product (1.0 means a 100% yield; for example, 0.34 means a 34% yield). (1) The reactants are [CH3:1][O:2][CH2:3][CH2:4][CH2:5][O:6][C:7]1[CH:12]=[CH:11][N:10]=[C:9]([CH2:13][S:14][C:15]2[NH:19][C:18]3[CH:20]=[CH:21][CH:22]=[CH:23][C:17]=3[N:16]=2)[C:8]=1[CH3:24].[OH-:25].[Na+].O. The catalyst is ClCCl. The product is [CH3:1][O:2][CH2:3][CH2:4][CH2:5][O:6][C:7]1[CH:12]=[CH:11][N:10]=[C:9]([CH2:13][S:14]([C:15]2[NH:16][C:17]3[CH:23]=[CH:22][CH:21]=[CH:20][C:18]=3[N:19]=2)=[O:25])[C:8]=1[CH3:24]. The yield is 0.483. (2) The reactants are [CH:1]([N:4]1[CH2:9][CH2:8][N:7]([C:10]2[S:11][C:12]3[CH:18]=[CH:17][C:16](C#N)=[CH:15][C:13]=3[N:14]=2)[CH2:6][CH2:5]1)([CH3:3])[CH3:2].[NH4+].[OH-]. The catalyst is CO.C1COCC1.[Ni]. The product is [CH:1]([N:4]1[CH2:5][CH2:6][N:7]([C:10]2[S:11][C:12]3[CH:18]=[CH:17][CH:16]=[CH:15][C:13]=3[N:14]=2)[CH2:8][CH2:9]1)([CH3:3])[CH3:2]. The yield is 1.00. (3) The reactants are [C:1]([NH:4][CH:5]([CH2:9][SH:10])[C:6]([OH:8])=O)(=[O:3])[CH3:2].OC1C2N=NNC=2C=CC=1.C1CCC(N=C=NC2CCCCC2)CC1.C([O:40][C:41](=[O:54])[C:42]1[CH:47]=[C:46]([NH2:48])[CH:45]=[CH:44][C:43]=1[O:49]C(C)(C)C)(C)(C)C. The catalyst is CN(C)C=O.C(OCC)(=O)C. The product is [C:1]([NH:4][CH:5]([CH2:9][SH:10])[C:6]([NH:48][C:46]1[CH:45]=[CH:44][C:43]([OH:49])=[C:42]([CH:47]=1)[C:41]([OH:54])=[O:40])=[O:8])(=[O:3])[CH3:2]. The yield is 0.780. (4) The reactants are Br[C:2]1[CH:3]=[C:4]([C:8]#[C:9][C:10]2[CH:15]=[CH:14][N:13]=[CH:12][CH:11]=2)[CH:5]=[CH:6][CH:7]=1.C([Sn](CCCC)(CCCC)[C:21]1[CH:26]=[N:25][CH:24]=[CH:23][N:22]=1)CCC. The catalyst is C1(C)C=CC=CC=1.CCOC(C)=O.C1C=CC([P]([Pd]([P](C2C=CC=CC=2)(C2C=CC=CC=2)C2C=CC=CC=2)([P](C2C=CC=CC=2)(C2C=CC=CC=2)C2C=CC=CC=2)[P](C2C=CC=CC=2)(C2C=CC=CC=2)C2C=CC=CC=2)(C2C=CC=CC=2)C2C=CC=CC=2)=CC=1. The product is [N:13]1[CH:14]=[CH:15][C:10]([C:9]#[C:8][C:4]2[CH:3]=[C:2]([C:21]3[CH:26]=[N:25][CH:24]=[CH:23][N:22]=3)[CH:7]=[CH:6][CH:5]=2)=[CH:11][CH:12]=1. The yield is 0.400. (5) The yield is 0.910. The product is [Cl:1][C:2]1[CH:3]=[CH:4][C:5]([CH2:6][N:7]2[C:12](=[N:13][C:14]3[CH:19]=[CH:18][C:17]([CH:20]=[N:21][O:22][CH3:23])=[C:16]([F:24])[CH:15]=3)[N:11]([CH3:25])[C:10](=[O:26])[N:9]([CH2:27][C@@H:28]([C:30]([OH:32])=[O:31])[CH3:29])[C:8]2=[O:34])=[CH:35][CH:36]=1. The reactants are [Cl:1][C:2]1[CH:36]=[CH:35][C:5]([CH2:6][N:7]2[C:12](=[N:13][C:14]3[CH:19]=[CH:18][C:17]([CH:20]=[N:21][O:22][CH3:23])=[C:16]([F:24])[CH:15]=3)[N:11]([CH3:25])[C:10](=[O:26])[N:9]([CH2:27][C@@H:28]([C:30]([O:32]C)=[O:31])[CH3:29])[C:8]2=[O:34])=[CH:4][CH:3]=1.CO.[OH-].[Li+].C(O)(=O)CC(CC(O)=O)(C(O)=O)O. The catalyst is C1COCC1. (6) The reactants are C(C1C=CSC=1[S:10]([NH2:13])(=[O:12])=[O:11])(C)(C)C.[C:14](=O)([O-])[O-].[K+].[K+].I[CH2:21][CH3:22].[CH3:23][C:24]([CH3:26])=O. No catalyst specified. The product is [CH2:21]([NH:13][S:10]([C:24]([CH3:26])([CH3:14])[CH3:23])(=[O:11])=[O:12])[CH3:22]. The yield is 0.850. (7) The reactants are [OH:1][C:2]1[NH:3][C:4]2[CH:10]=[CH:9][CH:8]=[CH:7][C:5]=2[N:6]=1.[H-].[Na+].[CH2:13]([O:20][C:21](=[O:24])[CH2:22]Br)[C:14]1[CH:19]=[CH:18][CH:17]=[CH:16][CH:15]=1. The catalyst is CN(C=O)C.C(OCC)(=O)C. The product is [CH2:13]([O:20][C:21](=[O:24])[CH2:22][N:3]1[C:4]2[CH:10]=[CH:9][CH:8]=[CH:7][C:5]=2[NH:6][C:2]1=[O:1])[C:14]1[CH:19]=[CH:18][CH:17]=[CH:16][CH:15]=1. The yield is 0.330. (8) The yield is 0.890. The product is [Br:13][C:14]1[CH:19]=[CH:18][C:17]([Cl:20])=[CH:16][C:15]=1[CH2:21][O:1][C:2]1[CH:11]=[C:10]2[C:5]([CH2:6][CH2:7][CH2:8][C:9]2=[O:12])=[CH:4][CH:3]=1. The catalyst is CN(C)C=O.C(OCC)(=O)C. The reactants are [OH:1][C:2]1[CH:11]=[C:10]2[C:5]([CH2:6][CH2:7][CH2:8][C:9]2=[O:12])=[CH:4][CH:3]=1.[Br:13][C:14]1[CH:19]=[CH:18][C:17]([Cl:20])=[CH:16][C:15]=1[CH2:21]Br.C(=O)([O-])[O-].[K+].[K+].